The task is: Predict which catalyst facilitates the given reaction.. This data is from Catalyst prediction with 721,799 reactions and 888 catalyst types from USPTO. (1) Reactant: [C:1]([O:5][C:6](=[O:36])[NH:7][C@H:8]([C:30]1[CH:35]=[CH:34][CH:33]=[CH:32][CH:31]=1)[CH2:9][N:10]1[C:15](=[O:16])[C:14]([N+:17]([O-])=O)=[CH:13][N:12]([CH2:20][C:21]2[C:26]([F:27])=[CH:25][CH:24]=[CH:23][C:22]=2[F:28])[C:11]1=[O:29])([CH3:4])([CH3:3])[CH3:2].[H][H]. Product: [C:1]([O:5][C:6](=[O:36])[NH:7][C@H:8]([C:30]1[CH:35]=[CH:34][CH:33]=[CH:32][CH:31]=1)[CH2:9][N:10]1[C:15](=[O:16])[C:14]([NH2:17])=[CH:13][N:12]([CH2:20][C:21]2[C:22]([F:28])=[CH:23][CH:24]=[CH:25][C:26]=2[F:27])[C:11]1=[O:29])([CH3:4])([CH3:2])[CH3:3]. The catalyst class is: 19. (2) Reactant: [F:1][C:2]1[CH:3]=[C:4](/[CH:28]=[CH:29]/[C:30]([O-:32])=[O:31])[CH:5]=[C:6]([F:27])[C:7]=1[C:8]1[C:13]2[NH:14][C:15]3[C:20]([C:12]=2[CH2:11][C@@H:10]([CH3:21])[N+:9]=1[CH2:22][C:23]([F:26])([CH3:25])[CH3:24])=[CH:19][CH:18]=[CH:17][CH:16]=3.FC1C=C(/C=C/C(OC)=O)C=C(F)C=1[C@@H]1C2NC3C(C=2C[C@@H](C)N1CC(F)(C)C)=CC=CC=3.[OH-].[Na+].Cl. Product: [F:27][C:6]1[CH:5]=[C:4](/[CH:28]=[CH:29]/[C:30]([OH:32])=[O:31])[CH:3]=[C:2]([F:1])[C:7]=1[C@@H:8]1[C:13]2[NH:14][C:15]3[C:20]([C:12]=2[CH2:11][C@@H:10]([CH3:21])[N:9]1[CH2:22][C:23]([F:26])([CH3:25])[CH3:24])=[CH:19][CH:18]=[CH:17][CH:16]=3. The catalyst class is: 252. (3) Reactant: [C:1]([O:5][C:6]([NH:8][C@H:9]1[CH2:14][N:13]([C:15]2[N:20]=[C:19]([CH3:21])[CH:18]=[C:17]([NH:22][C:23]3[NH:27][N:26]=[CH:25][CH:24]=3)[N:16]=2)[CH2:12][C@@H:11]([C:28]([O:30]C)=[O:29])[CH2:10]1)=[O:7])([CH3:4])([CH3:3])[CH3:2].[OH-].[Na+].[NH4+].[Cl-]. Product: [C:1]([O:5][C:6]([NH:8][C@@H:9]1[CH2:14][N:13]([C:15]2[N:20]=[C:19]([CH3:21])[CH:18]=[C:17]([NH:22][C:23]3[NH:27][N:26]=[CH:25][CH:24]=3)[N:16]=2)[CH2:12][C@@H:11]([C:28]([OH:30])=[O:29])[CH2:10]1)=[O:7])([CH3:4])([CH3:2])[CH3:3]. The catalyst class is: 5. (4) Reactant: [F:1][C:2]([F:23])([F:22])[C:3]1[CH:17]=[C:16]([C:18]([F:21])([F:20])[F:19])[CH:15]=[CH:14][C:4]=1[CH2:5][N:6]1[CH2:11][CH2:10][CH:9]([CH:12]=O)[CH2:8][CH2:7]1.[O:24]=[C:25]1[N:29]=[C:28]([NH:30][C@@H:31]([C:34]([N:36]([CH3:38])[CH3:37])=[O:35])[CH2:32][OH:33])[CH2:27][S:26]1.C([O-])(=O)C.[NH2+]1CCCCC1. Product: [F:23][C:2]([F:1])([F:22])[C:3]1[CH:17]=[C:16]([C:18]([F:21])([F:20])[F:19])[CH:15]=[CH:14][C:4]=1[CH2:5][N:6]1[CH2:11][CH2:10][CH:9](/[CH:12]=[C:27]2/[C:28]([NH:30][C@@H:31]([C:34]([N:36]([CH3:38])[CH3:37])=[O:35])[CH2:32][OH:33])=[N:29][C:25](=[O:24])[S:26]/2)[CH2:8][CH2:7]1. The catalyst class is: 41. (5) Reactant: Cl.Cl.[Br:3][C:4]1[CH:10]=[CH:9][C:7]([NH2:8])=[CH:6][C:5]=1[O:11][CH2:12][CH3:13].[N:14]([O-])=O.[Na+].O.O.O.C([O-])(=O)C.[Na+].[C:26]([CH2:28][C:29]([NH2:31])=[O:30])#[N:27]. Product: [C:26]([CH2:28][C:29]([NH2:31])=[O:30])#[N:27].[Br:3][C:4]1[CH:10]=[CH:9][C:7]([NH:8]/[N:14]=[C:28](\[C:26]#[N:27])/[C:29]([NH2:31])=[O:30])=[CH:6][C:5]=1[O:11][CH2:12][CH3:13]. The catalyst class is: 97.